Dataset: Full USPTO retrosynthesis dataset with 1.9M reactions from patents (1976-2016). Task: Predict the reactants needed to synthesize the given product. (1) Given the product [CH3:12][O:11][C:8]1[CH:9]=[CH:10][C:4]2[C:3]([O:13][C:14]3[CH:19]=[CH:18][C:17](/[CH:20]=[CH:21]/[C:22]([O:24][CH3:25])=[O:23])=[CH:16][CH:15]=3)=[C:2]([C:30]3[CH:31]=[CH:32][CH:33]=[CH:34][C:29]=3[CH2:28][O:27][CH3:26])[S:6][C:5]=2[CH:7]=1, predict the reactants needed to synthesize it. The reactants are: Br[C:2]1[S:6][C:5]2[CH:7]=[C:8]([O:11][CH3:12])[CH:9]=[CH:10][C:4]=2[C:3]=1[O:13][C:14]1[CH:19]=[CH:18][C:17](/[CH:20]=[CH:21]/[C:22]([O:24][CH3:25])=[O:23])=[CH:16][CH:15]=1.[CH3:26][O:27][CH2:28][C:29]1[CH:34]=[CH:33][CH:32]=[CH:31][C:30]=1B(O)O.C([O-])([O-])=O.[Na+].[Na+].[O-]S([O-])(=O)=O.[Na+].[Na+]. (2) Given the product [CH2:15]([C:18]1[C:27]2[C:22](=[CH:23][CH:24]=[CH:25][CH:26]=2)[C:21]([CH2:28][CH2:29][CH3:30])=[C:20]([C:31]([O:33][CH3:34])=[O:32])[C:19]=1[C:35]([O:37][CH3:38])=[O:36])[CH2:16][CH3:17], predict the reactants needed to synthesize it. The reactants are: ClC1C(=O)C(C#N)=C(C#N)C(=O)C=1Cl.[CH2:15]([C:18]1[C:27]2[CH2:26][CH2:25][CH2:24][CH2:23][C:22]=2[C:21]([CH2:28][CH2:29][CH3:30])=[C:20]([C:31]([O:33][CH3:34])=[O:32])[C:19]=1[C:35]([O:37][CH3:38])=[O:36])[CH2:16][CH3:17]. (3) Given the product [Cl-:22].[Na+:21].[Na+:21].[Na+:21].[Cl-:22].[Cl-:22].[CH3:1][C:2]1[CH:3]=[CH:4][C:5]([C:8]2[CH:9]=[C:10]([CH:15]=[C:16]([CH:18]=[CH2:19])[CH:17]=2)[C:11]([OH:13])=[O:12])=[N:6][CH:7]=1, predict the reactants needed to synthesize it. The reactants are: [CH3:1][C:2]1[CH:3]=[CH:4][C:5]([C:8]2[CH:9]=[C:10]([CH:15]=[C:16]([CH:18]=[CH2:19])[CH:17]=2)[C:11]([O:13]C)=[O:12])=[N:6][CH:7]=1.[OH-].[Na+:21].[ClH:22]. (4) Given the product [Cl:1][C:2]1[N:3]=[C:4]([N:14]2[CH2:15][CH2:16][O:17][CH2:18][C@H:13]2[CH3:12])[C:5]2[N:6]([CH:8]=[CH:9][N:10]=2)[CH:7]=1, predict the reactants needed to synthesize it. The reactants are: [Cl:1][C:2]1[N:3]=[C:4](Cl)[C:5]2[N:6]([CH:8]=[CH:9][N:10]=2)[CH:7]=1.[CH3:12][C@@H:13]1[CH2:18][O:17][CH2:16][CH2:15][NH:14]1. (5) Given the product [C:1]([C:3]1[CH:4]=[C:5]([CH:6]=[CH:7][CH:8]=1)[O:9][C:11]([CH3:17])([CH3:16])[C:12]([O:14][CH3:15])=[O:13])#[N:2], predict the reactants needed to synthesize it. The reactants are: [C:1]([C:3]1[CH:4]=[C:5]([OH:9])[CH:6]=[CH:7][CH:8]=1)#[N:2].Br[C:11]([CH3:17])([CH3:16])[C:12]([O:14][CH3:15])=[O:13].C(=O)([O-])[O-].[Cs+].[Cs+].O.